Dataset: Forward reaction prediction with 1.9M reactions from USPTO patents (1976-2016). Task: Predict the product of the given reaction. (1) Given the reactants C[O:2][C:3]1[CH:4]=[CH:5][C:6]2[C:10]([C:11]([C:13]3[CH:45]=[CH:44][C:16]([O:17][CH2:18][CH2:19][CH2:20][CH2:21][CH2:22][C:23]([CH2:34][CH2:35][CH2:36][C:37]([F:43])([F:42])[C:38]([F:41])([F:40])[F:39])([C:29]([O:31][CH2:32][CH3:33])=[O:30])[C:24]([O:26][CH2:27][CH3:28])=[O:25])=[CH:15][CH:14]=3)=[O:12])=[C:9]([C:46]3[CH:51]=[CH:50][C:49]([O:52]C)=[CH:48][CH:47]=3)[S:8][C:7]=2[CH:54]=1.[Cl-].[Al+3].[Cl-].[Cl-].C(S)C.O1CCCC1, predict the reaction product. The product is: [OH:2][C:3]1[CH:4]=[CH:5][C:6]2[C:10]([C:11]([C:13]3[CH:45]=[CH:44][C:16]([O:17][CH2:18][CH2:19][CH2:20][CH2:21][CH2:22][C:23]([CH2:34][CH2:35][CH2:36][C:37]([F:43])([F:42])[C:38]([F:39])([F:40])[F:41])([C:24]([O:26][CH2:27][CH3:28])=[O:25])[C:29]([O:31][CH2:32][CH3:33])=[O:30])=[CH:15][CH:14]=3)=[O:12])=[C:9]([C:46]3[CH:51]=[CH:50][C:49]([OH:52])=[CH:48][CH:47]=3)[S:8][C:7]=2[CH:54]=1. (2) Given the reactants [Br:1][C:2]1[CH:6]=[C:5]([C:7](=[O:9])[CH3:8])[O:4][N:3]=1.[Br-:10].[Br-].[Br-].C1([N+](C)(C)C)C=CC=CC=1.C1([N+](C)(C)C)C=CC=CC=1.C1([N+](C)(C)C)C=CC=CC=1.O1CCCC1, predict the reaction product. The product is: [Br:1][C:2]1[CH:6]=[C:5]([C:7](=[O:9])[CH2:8][Br:10])[O:4][N:3]=1. (3) Given the reactants [CH3:1][N:2]([CH3:4])[CH3:3].[Cl:5][CH2:6][CH2:7][NH:8][C:9](=[O:42])[O:10][CH:11]1[CH2:17][CH2:16][CH2:15][N:14]([C:18](=[O:36])[C:19]2[CH:24]=[CH:23][C:22]([NH:25][C:26](=[O:34])[C:27]3[CH:32]=[CH:31][CH:30]=[CH:29][C:28]=3[CH3:33])=[CH:21][C:20]=2[CH3:35])[C:13]2[CH:37]=[CH:38][C:39]([Cl:41])=[CH:40][C:12]1=2, predict the reaction product. The product is: [Cl-:5].[Cl:41][C:39]1[CH:38]=[CH:37][C:13]2[N:14]([C:18](=[O:36])[C:19]3[CH:24]=[CH:23][C:22]([NH:25][C:26](=[O:34])[C:27]4[CH:32]=[CH:31][CH:30]=[CH:29][C:28]=4[CH3:33])=[CH:21][C:20]=3[CH3:35])[CH2:15][CH2:16][CH2:17][CH:11]([O:10][C:9]([NH:8][CH2:7][CH2:6][N+:2]([CH3:4])([CH3:3])[CH3:1])=[O:42])[C:12]=2[CH:40]=1. (4) Given the reactants [NH2:1][CH2:2][CH2:3][OH:4].C(N(CC)CC)C.[S:12]1(=[O:18])(=[O:17])[CH:16]=[CH:15][CH2:14][CH2:13]1, predict the reaction product. The product is: [OH:4][CH2:3][CH2:2][NH:1][CH:14]1[CH2:15][CH2:16][S:12](=[O:18])(=[O:17])[CH2:13]1. (5) Given the reactants Br[C:2]1[C:11]2[C:6](=[CH:7][C:8]([F:12])=[CH:9][CH:10]=2)[C:5](=[O:13])[N:4]([CH3:14])[CH:3]=1.[B:15]1([B:15]2[O:19][C:18]([CH3:21])([CH3:20])[C:17]([CH3:23])([CH3:22])[O:16]2)[O:19][C:18]([CH3:21])([CH3:20])[C:17]([CH3:23])([CH3:22])[O:16]1.C(O[K])(C)=O.CC(C1C=C(C(C)C)C(C2C=CC=CC=2P(C2CCCCC2)C2CCCCC2)=C(C(C)C)C=1)C, predict the reaction product. The product is: [F:12][C:8]1[CH:7]=[C:6]2[C:11]([C:2]([B:15]3[O:19][C:18]([CH3:21])([CH3:20])[C:17]([CH3:23])([CH3:22])[O:16]3)=[CH:3][N:4]([CH3:14])[C:5]2=[O:13])=[CH:10][CH:9]=1.